This data is from CYP2C19 inhibition data for predicting drug metabolism from PubChem BioAssay. The task is: Regression/Classification. Given a drug SMILES string, predict its absorption, distribution, metabolism, or excretion properties. Task type varies by dataset: regression for continuous measurements (e.g., permeability, clearance, half-life) or binary classification for categorical outcomes (e.g., BBB penetration, CYP inhibition). Dataset: cyp2c19_veith. (1) The compound is CC12CCC(C(=O)Nc3cccc4ccccc34)(C1Br)C2(C)C. The result is 1 (inhibitor). (2) The drug is Cc1ccc(NNS(=O)(=O)c2ccc(C)cc2)cc1. The result is 1 (inhibitor). (3) The drug is CN(C)[C@H]1C(=O)C(C(N)=O)=C(O)[C@]2(O)C(=O)C3=C(O)c4c(O)cccc4[C@@](C)(O)[C@H]3C[C@@H]12. The result is 0 (non-inhibitor). (4) The drug is CN(C)c1ncc2ncc(=O)n(CCc3ccccc3)c2n1. The result is 1 (inhibitor).